From a dataset of Reaction yield outcomes from USPTO patents with 853,638 reactions. Predict the reaction yield, written as a fraction of the theoretical maximum amount of product (1.0 means a 100% yield; for example, 0.34 means a 34% yield). (1) The reactants are [NH:1]1[C:5]2[CH:6]=[CH:7][C:8]([C:10]([OH:12])=O)=[CH:9][C:4]=2[N:3]=[CH:2]1.[O:13]1[CH2:18][CH:17]=[C:16]([C:19]2[CH:20]=[CH:21][C:22]3[CH2:23][C@H:24]4[C@@H:29]([C:30]=3[CH:31]=2)[CH2:28][CH2:27][CH2:26][NH:25]4)[CH2:15][CH2:14]1. No catalyst specified. The product is [N:1]1[C:5]2[CH:6]=[CH:7][C:8]([C:10]([N:25]3[CH2:26][CH2:27][CH2:28][C@@H:29]4[C:30]5[CH:31]=[C:19]([C:16]6[CH2:17][CH2:18][O:13][CH2:14][CH:15]=6)[CH:20]=[CH:21][C:22]=5[CH2:23][C@H:24]34)=[O:12])=[CH:9][C:4]=2[NH:3][CH:2]=1. The yield is 0.690. (2) The reactants are C([O:3][C:4]([C:6]1[CH:7]=[N:8][N:9]2[C:14]([C:15](=[O:34])[NH:16][C@@H:17]3[C:25]4[C:20](=[C:21]([CH3:33])[C:22]([C:26]([O:28][C:29]([CH3:32])([CH3:31])[CH3:30])=[O:27])=[CH:23][CH:24]=4)[CH2:19][CH2:18]3)=[CH:13][C:12]([CH3:35])=[N:11][C:10]=12)=[O:5])C.[OH-].C[Sn+](C)C. The catalyst is ClCCCl. The product is [C:29]([O:28][C:26]([C:22]1[C:21]([CH3:33])=[C:20]2[C:25](=[CH:24][CH:23]=1)[C@@H:17]([NH:16][C:15]([C:14]1[N:9]3[N:8]=[CH:7][C:6]([C:4]([OH:5])=[O:3])=[C:10]3[N:11]=[C:12]([CH3:35])[CH:13]=1)=[O:34])[CH2:18][CH2:19]2)=[O:27])([CH3:32])([CH3:31])[CH3:30]. The yield is 0.990.